Dataset: Drug-target binding data from BindingDB using IC50 measurements. Task: Regression. Given a target protein amino acid sequence and a drug SMILES string, predict the binding affinity score between them. We predict pIC50 (pIC50 = -log10(IC50 in M); higher means more potent). Dataset: bindingdb_ic50. (1) The drug is Cn1ccnc1-c1noc([C@H](CCCC2CCCCC2)CC(=O)NO)n1. The target protein (P13497) has sequence MPGVARLPLLLGLLLLPRPGRPLDLADYTYDLAEEDDSEPLNYKDPCKAAAFLGDIALDEEDLRAFQVQQAVDLRRHTARKSSIKAAVPGNTSTPSCQSTNGQPQRGACGRWRGRSRSRRAATSRPERVWPDGVIPFVIGGNFTGSQRAVFRQAMRHWEKHTCVTFLERTDEDSYIVFTYRPCGCCSYVGRRGGGPQAISIGKNCDKFGIVVHELGHVVGFWHEHTRPDRDRHVSIVRENIQPGQEYNFLKMEPQEVESLGETYDFDSIMHYARNTFSRGIFLDTIVPKYEVNGVKPPIGQRTRLSKGDIAQARKLYKCPACGETLQDSTGNFSSPEYPNGYSAHMHCVWRISVTPGEKIILNFTSLDLYRSRLCWYDYVEVRDGFWRKAPLRGRFCGSKLPEPIVSTDSRLWVEFRSSSNWVGKGFFAVYEAICGGDVKKDYGHIQSPNYPDDYRPSKVCIWRIQVSEGFHVGLTFQSFEIERHDSCAYDYLEVRDGHS.... The pIC50 is 7.0. (2) The target protein (Q9NSA3) has sequence MNREGAPGKSPEEMYIQQKVRVLLMLRKMGSNLTASEEEFLRTYAGVVNSQLSQLPPHSIDQGAEDVVMAFSRSETEDRRQ. The pIC50 is 5.7. The drug is CN(C)c1cncc(-c2cnc3[nH]nc(-c4nc5c(-c6cccc(F)c6)cncc5[nH]4)c3c2)c1. (3) The small molecule is CC(=O)[C@H]1CCCN1C(=O)c1cccc(C(=O)N2CCC[C@H]2C(=O)N2CCC[C@@H]2C#N)c1. The target protein (P23687) has sequence MLSFQYPDVYRDETAIQDYHGHKVCDPYAWLEDPDSEQTKAFVEAQNKITVPFLEQCPIRGLYKERMTELYDYPKYSCHFKKGKRYFYFYNTGLQNQRVLYVQDSLEGEARVFLDPNILSDDGTVALRGYAFSEDGEYFAYGLSASGSDWVTIKFMKVDGAKELPDVLERVKFSCMAWTHDGKGMFYNAYPQQDGKSDGTETSTNLHQKLYYHVLGTDQSEDILCAEFPDEPKWMGGAELSDDGRYVLLSIREGCDPVNRLWYCDLQQESNGITGILKWVKLIDNFEGEYDYVTNEGTVFTFKTNRHSPNYRLINIDFTDPEESKWKVLVPEHEKDVLEWVACVRSNFLVLCYLHDVKNTLQLHDLATGALLKIFPLEVGSVVGYSGQKKDTEIFYQFTSFLSPGIIYHCDLTKEELEPRVFREVTVKGIDASDYQTVQIFYPSKDGTKIPMFIVHKKGIKLDGSHPAFLYGYGGFNISITPNYSVSRLIFVRHMGGVLA.... The pIC50 is 8.4. (4) The compound is CCOC(=O)N1CCC(NC(=O)c2ccc3nc(CC)c(N(C)c4nc(-c5ccc(Cl)cc5)cs4)n3c2)CC1. The target protein (Q64610) has sequence MARQGCLGSFQVISLFTFAISVNICLGFTASRIKRAEWDEGPPTVLSDSPWTNTSGSCKGRCFELQEVGPPDCRCDNLCKSYSSCCHDFDELCLKTARGWECTKDRCGEVRNEENACHCSEDCLSRGDCCTNYQVVCKGESHWVDDDCEEIKVPECPAGFVRPPLIIFSVDGFRASYMKKGSKVMPNIEKLRSCGTHAPYMRPVYPTKTFPNLYTLATGLYPESHGIVGNSMYDPVFDASFHLRGREKFNHRWWGGQPLWITATKQGVRAGTFFWSVSIPHERRILTILQWLSLPDNERPSVYAFYSEQPDFSGHKYGPFGPEMTNPLREIDKTVGQLMDGLKQLRLHRCVNVIFVGDHGMEDVTCDRTEFLSNYLTNVDDITLVPGTLGRIRAKSINNSKYDPKTIIANLTCKKPDQHFKPYMKQHLPKRLHYANNRRIEDIHLLVDRRWHVARKPLDVYKKPSGKCFFQGDHGFDNKVNSMQTVFVGYGPTFKYRTKV.... The pIC50 is 4.9. (5) The compound is Cc1c(N[S+](=O)([O-])c2ccc(-c3cccc(C(C)(C)N)c3)cc2)c(CC(C)C)nn1C. The target protein sequence is MSRNPSNSDAAHAFWSTQPVPQTEDETEKIVFAGPMDEPKTVADIPEEPYPIASTFEWWTPNMEAADDIHAIYELLRDNYVEDDDSMFRFNYSEEFLQWALCPPNYIPDWHVAVRRKADKKLLAFIAGVPVTLRMGTPKYMKVKAQEKGEGEEAAKYDEPRHICEINFLCVHKQLREKRLAPILIKEATRRVNRTNVWQAVYTAGVLLPTPYASGQYFHRSLNPEKLVEIRFSGIPAQYQKFQNPMAMLKRNYQLPSAPKNSGLREMKPSDVPQVRRILMNYLDSFDVGPVFSDAEISHYLLPRDGVVFTYVVENDKKVTDFFSFYRIPSTVIGNSNYNLLNAAYVHYYAATSIPLHQLILDLLIVAHSRGFDVCNMVEILDNRSFVEQLKFGAGDGHLRYYFYNWAYPKIKPSQVALVML. The pIC50 is 7.3. (6) The target protein (Q86SK9) has sequence MPGPATDAGKIPFCDAKEEIRAGLESSEGGGGPERPGARGQRQNIVWRNVVLMSLLHLGAVYSLVLIPKAKPLTLLWAYFCFLLAALGVTAGAHRLWSHRSYRAKLPLRIFLAVANSMAFQNDIFEWSRDHRAHHKYSETDADPHNARRGFFFSHIGWLFVRKHRDVIEKGRKLDVTDLLADPVVRIQRKYYKISVVLMCFVVPTLVPWYIWGESLWNSYFLASILRYTISLNISWLVNSAAHMYGNRPYDKHISPRQNPLVALGAIGEGFHNYHHTFPFDYSASEFGLNFNPTTWFIDFMCWLGLATDRKRATKPMIEARKARTGDSSA. The drug is CS(=O)(=O)c1ccc2nc(-c3ccc(-c4cccc(Cl)c4)cc3)[nH]c2c1. The pIC50 is 5.0. (7) The small molecule is COc1ccc(CCNS(=O)(=O)c2cccc(C(=O)O)c2)cc1. The target protein sequence is MDSKYQCVKLNDGHFMPVLGFGTYAPAEVPKSKALEATKLAIEAGFRHIDSAHLYNNEEQVGLAIRSKIADGSVKREDIFYTSKLWCNSHRPELVRPALERSLKNLQLDYVDLYLIHFPVSVKPGEEVIPKDENGKILFDTVDLCATWEAVEKCKDAGLAKSIGVSNFNRRQLEMILNKPGLKYKPVCNQVECHPYFNQRKLLDFCKSKDIVLVAYSALGSHREEPWVDPNSPVLLEDPVLCALAKKHKRTPALIALRYQLQRGVVVLAKSYNEQRIRQNVQVFEFQLTSEEMKAIDGLNRNVRYLTLDIFAGPPNYPFSDEY. The pIC50 is 4.5.